Dataset: Full USPTO retrosynthesis dataset with 1.9M reactions from patents (1976-2016). Task: Predict the reactants needed to synthesize the given product. (1) Given the product [CH2:10]1[O:11][C:3]2[CH:2]=[CH:1][C:6](/[CH:7]=[CH:12]/[C:13]([C:15]3[CH:20]=[C:19]([O:21][CH3:22])[CH:18]=[CH:17][C:16]=3[O:23][CH3:24])=[O:14])=[CH:5][C:4]=2[O:9]1, predict the reactants needed to synthesize it. The reactants are: [CH:1]1[C:6]([CH:7]=O)=[CH:5][C:4]2[O:9][CH2:10][O:11][C:3]=2[CH:2]=1.[CH3:12][C:13]([C:15]1[CH:20]=[C:19]([O:21][CH3:22])[CH:18]=[CH:17][C:16]=1[O:23][CH3:24])=[O:14].[OH-].[Na+]. (2) Given the product [CH2:1]([O:3][C:4]([N:6]1[C:15]2[C:10](=[N:11][C:12]([O:16][CH3:17])=[CH:13][CH:14]=2)[C@@H:9]([NH:18][C:19]2[C:24]([CH2:40][C:39]3[CH:42]=[C:43]([C:45]([F:47])([F:48])[F:46])[CH:44]=[C:37]([C:36]([F:35])([F:49])[F:50])[CH:38]=3)=[N:23][C:22]([N:25]3[CH2:26][CH2:27][O:28][CH2:29][CH2:30]3)=[N:21][CH:20]=2)[CH2:8][C@H:7]1[CH2:31][CH3:32])=[O:5])[CH3:2], predict the reactants needed to synthesize it. The reactants are: [CH2:1]([O:3][C:4]([N:6]1[C:15]2[C:10](=[N:11][C:12]([O:16][CH3:17])=[CH:13][CH:14]=2)[C@@H:9]([NH:18][C:19]2[CH:20]=[N:21][C:22]([N:25]3[CH2:30][CH2:29][O:28][CH2:27][CH2:26]3)=[N:23][CH:24]=2)[CH2:8][C@H:7]1[CH2:31][CH3:32])=[O:5])[CH3:2].[H-].[Na+].[F:35][C:36]([F:50])([F:49])[C:37]1[CH:38]=[C:39]([CH:42]=[C:43]([C:45]([F:48])([F:47])[F:46])[CH:44]=1)[CH2:40]Br. (3) Given the product [Cl:1][C:2]1[CH:7]=[C:6]([Cl:8])[CH:5]=[CH:4][C:3]=1[C:9]1[C:10]([CH:18]=[O:19])=[CH:11][C:12]2[N:13]([CH:15]=[CH:16][N:17]=2)[CH:14]=1, predict the reactants needed to synthesize it. The reactants are: [Cl:1][C:2]1[CH:7]=[C:6]([Cl:8])[CH:5]=[CH:4][C:3]=1[C:9]1[C:10]([CH2:18][OH:19])=[CH:11][C:12]2[N:13]([CH:15]=[CH:16][N:17]=2)[CH:14]=1. (4) The reactants are: C(OC([N:8]1[CH2:13][CH2:12][N:11]([C:14]2[N:22]([C:23]3[CH:28]=[CH:27][CH:26]=[CH:25][C:24]=3[CH:29]=[CH2:30])[C:21]3[C:20](=[O:31])[N:19]([CH3:32])[C:18](=[O:33])[N:17]([CH2:34][C:35]([O:37][CH2:38][CH3:39])=[O:36])[C:16]=3[N:15]=2)[CH2:10][CH2:9]1)=O)(C)(C)C.[F:40][C:41]([F:46])([F:45])[C:42]([OH:44])=[O:43]. Given the product [F:40][C:41]([F:46])([F:45])[C:42]([OH:44])=[O:43].[CH2:38]([O:37][C:35](=[O:36])[CH2:34][N:17]1[C:16]2[N:15]=[C:14]([N:11]3[CH2:10][CH2:9][NH:8][CH2:13][CH2:12]3)[N:22]([C:23]3[CH:28]=[CH:27][CH:26]=[CH:25][C:24]=3[CH:29]=[CH2:30])[C:21]=2[C:20](=[O:31])[N:19]([CH3:32])[C:18]1=[O:33])[CH3:39], predict the reactants needed to synthesize it. (5) Given the product [Cl:14][C:6]1[CH:5]=[C:4]([C:25]([C:27]([F:30])([F:29])[F:28])=[CH2:26])[CH:3]=[C:2]([Cl:1])[C:7]=1[O:8][CH2:9][C:10]([F:11])([F:12])[F:13], predict the reactants needed to synthesize it. The reactants are: [Cl:1][C:2]1[CH:3]=[C:4](B2OC(C)(C)C(C)(C)O2)[CH:5]=[C:6]([Cl:14])[C:7]=1[O:8][CH2:9][C:10]([F:13])([F:12])[F:11].Br[C:25]([C:27]([F:30])([F:29])[F:28])=[CH2:26].C([O-])([O-])=O.[K+].[K+].